Dataset: Reaction yield outcomes from USPTO patents with 853,638 reactions. Task: Predict the reaction yield, written as a fraction of the theoretical maximum amount of product (1.0 means a 100% yield; for example, 0.34 means a 34% yield). (1) The reactants are F.F.F.C(N(CC)CC)C.C(N(CC)CC)C.[Si]([O:35][CH2:36][C@H:37]1[O:41][C@@H:40]([N:42]2[CH:49]=[C:48]([CH3:50])[C:46](=[O:47])[NH:45][C:43]2=[O:44])[C@H:39]([O:51][CH2:52][CH2:53][O:54][N:55]([CH3:57])[CH3:56])[C@@H:38]1[OH:58])(C(C)(C)C)(C1C=CC=CC=1)C1C=CC=CC=1.CO. The catalyst is C1COCC1.C(Cl)Cl. The product is [CH3:56][N:55]([CH3:57])[O:54][CH2:53][CH2:52][O:51][C@@H:39]1[C@H:38]([OH:58])[C@@H:37]([CH2:36][OH:35])[O:41][C@H:40]1[N:42]1[CH:49]=[C:48]([CH3:50])[C:46](=[O:47])[NH:45][C:43]1=[O:44]. The yield is 0.925. (2) The reactants are Br[C:2]1[CH:3]=[C:4]([O:24][CH3:25])[CH:5]=[C:6]2[C:11]=1[N:10]=[C:9]([C:12]([OH:14])=O)[CH:8]=[C:7]2[O:15][CH2:16][O:17][CH2:18][CH2:19][Si:20]([CH3:23])([CH3:22])[CH3:21].[N:26]1([C:32]2[CH:37]=[CH:36][C:35]([NH-:38])=[CH:34][CH:33]=2)[CH2:31][CH2:30][O:29][CH2:28][CH2:27]1.[CH3:39][N:40]1[CH2:46][CH2:45][CH2:44][NH:43][CH2:42][CH2:41]1.C1C=CC(P(C2C(C3C(P(C4C=CC=CC=4)C4C=CC=CC=4)=CC=C4C=3C=CC=C4)=C3C(C=CC=C3)=CC=2)C2C=CC=CC=2)=CC=1.C(=O)([O-])[O-].[Cs+].[Cs+]. The catalyst is C1(C)C=CC=CC=1. The product is [N:26]1([C:32]2[CH:33]=[CH:34][C:35]([NH:38][C:12]([C:9]3[CH:8]=[C:7]([O:15][CH2:16][O:17][CH2:18][CH2:19][Si:20]([CH3:23])([CH3:22])[CH3:21])[C:6]4[C:11](=[C:2]([N:43]5[CH2:44][CH2:45][CH2:46][N:40]([CH3:39])[CH2:41][CH2:42]5)[CH:3]=[C:4]([O:24][CH3:25])[CH:5]=4)[N:10]=3)=[O:14])=[CH:36][CH:37]=2)[CH2:27][CH2:28][O:29][CH2:30][CH2:31]1. The yield is 0.810. (3) The reactants are [B:10]1([B:10]2[O:14][C:13]([CH3:16])([CH3:15])[C:12]([CH3:18])([CH3:17])[O:11]2)[O:14][C:13]([CH3:16])([CH3:15])[C:12]([CH3:18])([CH3:17])[O:11]1.C(OOC(=O)C1C=CC=CC=1)(=O)C1C=CC=CC=1.N[C:38]1[CH:43]=[CH:42][C:41]([NH:44][C:45](=[O:47])[CH3:46])=[CH:40][CH:39]=1.N(OC(C)(C)C)=O. The catalyst is C(#N)C. The product is [CH3:16][C:13]1([CH3:15])[C:12]([CH3:17])([CH3:18])[O:11][B:10]([C:38]2[CH:43]=[CH:42][C:41]([NH:44][C:45](=[O:47])[CH3:46])=[CH:40][CH:39]=2)[O:14]1. The yield is 0.930. (4) The reactants are [NH:1]1[C:9]2[C:4](=[CH:5][CH:6]=[CH:7][CH:8]=2)[C:3]([C:10]([OH:12])=O)=[CH:2]1.CCN=C=NCCCN(C)C.Cl.C1C=CC2N(O)N=NC=2C=1.O.Cl.[NH2:37][CH2:38][CH2:39][NH:40][C:41](=[O:54])[C:42]1[CH:47]=[CH:46][C:45]([O:48][CH2:49][C:50]([F:53])([F:52])[F:51])=[N:44][CH:43]=1.CCN(C(C)C)C(C)C. The catalyst is CN(C=O)C.CCOC(C)=O. The product is [F:53][C:50]([F:51])([F:52])[CH2:49][O:48][C:45]1[CH:46]=[CH:47][C:42]([C:41]([NH:40][CH2:39][CH2:38][NH:37][C:10]([C:3]2[C:4]3[C:9](=[CH:8][CH:7]=[CH:6][CH:5]=3)[NH:1][CH:2]=2)=[O:12])=[O:54])=[CH:43][N:44]=1. The yield is 0.660. (5) The catalyst is C(OCC)(=O)C. The product is [F:13][C:14]1[CH:15]=[C:16]([C:41]2[CH:46]=[CH:45][CH:44]=[CH:43][C:42]=2[C:47]2[NH:3][C:4](=[O:7])[O:5][N:48]=2)[CH:17]=[CH:18][C:19]=1[CH2:20][C:21]1[C:22](=[O:40])[N:23]([CH:34]2[CH2:35][CH2:36][O:37][CH2:38][CH2:39]2)[C:24]2[N:25]([N:30]=[C:31]([CH3:33])[N:32]=2)[C:26]=1[CH2:27][CH2:28][CH3:29]. The reactants are [Cl-].O[NH3+:3].[C:4](=[O:7])([O-])[OH:5].[Na+].CS(C)=O.[F:13][C:14]1[CH:15]=[C:16]([C:41]2[C:42]([C:47]#[N:48])=[CH:43][CH:44]=[CH:45][CH:46]=2)[CH:17]=[CH:18][C:19]=1[CH2:20][C:21]1[C:22](=[O:40])[N:23]([CH:34]2[CH2:39][CH2:38][O:37][CH2:36][CH2:35]2)[C:24]2[N:25]([N:30]=[C:31]([CH3:33])[N:32]=2)[C:26]=1[CH2:27][CH2:28][CH3:29]. The yield is 0.490. (6) The reactants are C([CH:4]([C:7]1[CH:12]=[CH:11][CH:10]=[CH:9][C:8]=1[O:13][C:14]([F:17])([F:16])[F:15])[C:5]#[N:6])C=C.[CH2:18]([O:20][CH:21]([O:24][CH2:25][CH3:26])[CH2:22]Br)[CH3:19]. No catalyst specified. The product is [CH2:18]([O:20][CH:21]([O:24][CH2:25][CH3:26])[CH2:22][CH:4]([C:7]1[CH:12]=[CH:11][CH:10]=[CH:9][C:8]=1[O:13][C:14]([F:15])([F:16])[F:17])[C:5]#[N:6])[CH3:19]. The yield is 0.477. (7) The reactants are [CH2:1]([O:8][C:9]1[CH:20]=[CH:19][C:12]([CH2:13][NH:14][CH2:15][CH2:16][CH2:17][CH3:18])=[CH:11][CH:10]=1)[C:2]1[CH:7]=[CH:6][CH:5]=[CH:4][CH:3]=1.[CH2:21]([O:23][C@H:24]([C:37]([O:39][CH2:40][CH3:41])=[O:38])[CH2:25][C:26]1[CH:36]=[CH:35][C:29]([O:30][CH2:31][C:32](O)=[O:33])=[CH:28][CH:27]=1)[CH3:22].C(N(CC)C(C)C)(C)C.F[B-](F)(F)F.N1(OC(N(C)C)=[N+](C)C)C2C=CC=CC=2N=N1. The catalyst is C(Cl)Cl. The product is [CH2:1]([O:8][C:9]1[CH:10]=[CH:11][C:12]([CH2:13][N:14]([CH2:15][CH2:16][CH2:17][CH3:18])[C:32](=[O:33])[CH2:31][O:30][C:29]2[CH:28]=[CH:27][C:26]([CH2:25][C@H:24]([O:23][CH2:21][CH3:22])[C:37]([O:39][CH2:40][CH3:41])=[O:38])=[CH:36][CH:35]=2)=[CH:19][CH:20]=1)[C:2]1[CH:3]=[CH:4][CH:5]=[CH:6][CH:7]=1. The yield is 0.330. (8) The yield is 0.920. The reactants are C([O-])(O)=[O:2].[Na+].[OH:6][CH2:7][C@@H:8]1[O:13][CH2:12][CH2:11][N:10]([C:14]([O:16][C:17]([CH3:20])([CH3:19])[CH3:18])=[O:15])[CH2:9]1.[Na+].[Br-].ClN1C(=O)N(Cl)C(=O)N(Cl)C1=O. The product is [C:17]([O:16][C:14]([N:10]1[CH2:11][CH2:12][O:13][C@@H:8]([C:7]([OH:2])=[O:6])[CH2:9]1)=[O:15])([CH3:20])([CH3:19])[CH3:18]. The catalyst is CC(C)=O.CC1(C)N([O])C(C)(C)CCC1.CC(O)C.